From a dataset of NCI-60 drug combinations with 297,098 pairs across 59 cell lines. Regression. Given two drug SMILES strings and cell line genomic features, predict the synergy score measuring deviation from expected non-interaction effect. (1) Drug 1: C1=CN(C(=O)N=C1N)C2C(C(C(O2)CO)O)O.Cl. Drug 2: B(C(CC(C)C)NC(=O)C(CC1=CC=CC=C1)NC(=O)C2=NC=CN=C2)(O)O. Cell line: RPMI-8226. Synergy scores: CSS=14.2, Synergy_ZIP=-4.88, Synergy_Bliss=-9.04, Synergy_Loewe=-41.7, Synergy_HSA=-12.9. (2) Drug 1: CC(C1=C(C=CC(=C1Cl)F)Cl)OC2=C(N=CC(=C2)C3=CN(N=C3)C4CCNCC4)N. Drug 2: C1CCC(CC1)NC(=O)N(CCCl)N=O. Cell line: SNB-19. Synergy scores: CSS=34.1, Synergy_ZIP=0.955, Synergy_Bliss=1.96, Synergy_Loewe=0.815, Synergy_HSA=2.72.